Dataset: Catalyst prediction with 721,799 reactions and 888 catalyst types from USPTO. Task: Predict which catalyst facilitates the given reaction. (1) Reactant: [NH2:1][CH2:2][CH2:3][CH2:4][CH2:5][CH2:6][C:7]([OH:9])=[O:8].[O:10](C(OC(C)(C)C)=O)[C:11]([O:13][C:14]([CH3:17])([CH3:16])[CH3:15])=O.C(N(CC)CC)C. Product: [C:11]([NH:1][CH2:2][CH2:3][CH2:4][CH2:5][CH2:6][C:7]([OH:9])=[O:8])([O:13][C:14]([CH3:17])([CH3:16])[CH3:15])=[O:10]. The catalyst class is: 5. (2) Reactant: CO[C:3](=[O:8])[CH2:4][C@@H:5](O)[CH3:6].[Si:9](Cl)([C:12]([CH3:15])([CH3:14])[CH3:13])([CH3:11])[CH3:10].N1C=CN=C1.CC(C[AlH]CC(C)C)C.[S:31](Cl)([C:34]1[CH:40]=[CH:39][C:37]([CH3:38])=[CH:36][CH:35]=1)(=[O:33])=[O:32].N1C=CC=CC=1.CN(C=[O:52])C. Product: [Si:9]([O:52][CH2:6][CH2:5][CH2:4][CH2:3][O:8][S:31]([C:34]1[CH:40]=[CH:39][C:37]([CH3:38])=[CH:36][CH:35]=1)(=[O:33])=[O:32])([C:12]([CH3:15])([CH3:14])[CH3:13])([CH3:11])[CH3:10]. The catalyst class is: 76. (3) Reactant: [CH3:1][O:2][C:3]1[CH:8]=[C:7](Cl)[CH:6]=[C:5]([O:10][CH3:11])[N:4]=1.[NH:12]1[CH2:17][CH2:16][NH:15][CH2:14][CH2:13]1.C1(C)C=CC=CC=1. Product: [CH3:1][O:2][C:3]1[CH:8]=[C:7]([N:12]2[CH2:17][CH2:16][NH:15][CH2:14][CH2:13]2)[CH:6]=[C:5]([O:10][CH3:11])[N:4]=1. The catalyst class is: 17. (4) Reactant: [C:1]([O:5][C:6]([N:8]1[CH2:13][CH2:12][CH:11]([S:14]C(=O)C)[CH2:10][CH2:9]1)=[O:7])([CH3:4])([CH3:3])[CH3:2].[BH4-].[Na+].O.O.C(O)(=O)CC(CC(O)=O)(C(O)=O)O. Product: [C:1]([O:5][C:6]([N:8]1[CH2:13][CH2:12][CH:11]([SH:14])[CH2:10][CH2:9]1)=[O:7])([CH3:4])([CH3:2])[CH3:3]. The catalyst class is: 5. (5) Reactant: [C:1]([O:5][C:6](=[O:19])[NH:7][CH2:8][CH2:9][CH2:10][C:11](=O)[C:12]1[CH:17]=[CH:16][CH:15]=[CH:14][CH:13]=1)([CH3:4])([CH3:3])[CH3:2].[F:20][C:21]1[CH:30]=[CH:29][C:28]([F:31])=[CH:27][C:22]=1[C:23]([NH:25][NH2:26])=[O:24].CC(O)=O. Product: [C:1]([O:5][C:6](=[O:19])[NH:7][CH2:8][CH2:9][CH2:10][C:11](=[N:26][NH:25][C:23](=[O:24])[C:22]1[CH:27]=[C:28]([F:31])[CH:29]=[CH:30][C:21]=1[F:20])[C:12]1[CH:17]=[CH:16][CH:15]=[CH:14][CH:13]=1)([CH3:4])([CH3:3])[CH3:2]. The catalyst class is: 14. (6) Reactant: [NH2:1][C:2]1[C:3](=[O:13])[C:4]2[C:9]([C:10](=[O:12])[CH:11]=1)=[CH:8][CH:7]=[CH:6][CH:5]=2.[H-].[Na+].[Cl:16][C:17]1[CH:25]=[CH:24][C:20]([C:21](Cl)=[O:22])=[CH:19][CH:18]=1. Product: [Cl:16][C:17]1[CH:25]=[CH:24][C:20]([C:21]([NH:1][C:2]2[C:3](=[O:13])[C:4]3[C:9]([C:10](=[O:12])[CH:11]=2)=[CH:8][CH:7]=[CH:6][CH:5]=3)=[O:22])=[CH:19][CH:18]=1. The catalyst class is: 7. (7) The catalyst class is: 21. Product: [I:38][CH2:2][C:3]1[CH2:10][S:9][C@H:8]2[N:5]([C:6](=[O:21])[C@H:7]2[NH:11][C:12](=[O:20])[CH2:13][C:14]2[CH:19]=[CH:18][CH:17]=[CH:16][CH:15]=2)[C:4]=1[C:22]([O:24][CH:25]([C:32]1[CH:37]=[CH:36][CH:35]=[CH:34][CH:33]=1)[C:26]1[CH:31]=[CH:30][CH:29]=[CH:28][CH:27]=1)=[O:23]. Reactant: Cl[CH2:2][C:3]1[CH2:10][S:9][C@H:8]2[N:5]([C:6](=[O:21])[C@H:7]2[NH:11][C:12](=[O:20])[CH2:13][C:14]2[CH:19]=[CH:18][CH:17]=[CH:16][CH:15]=2)[C:4]=1[C:22]([O:24][CH:25]([C:32]1[CH:37]=[CH:36][CH:35]=[CH:34][CH:33]=1)[C:26]1[CH:31]=[CH:30][CH:29]=[CH:28][CH:27]=1)=[O:23].[I-:38].[Na+]. (8) Reactant: [C:1]([O:5][C:6]([O:8][C:9]1[CH:18]=[CH:17][C:16]2[C:11](=[C:12]([O:57][C:58]([O:60][C:61]([CH3:64])([CH3:63])[CH3:62])=[O:59])[CH:13]=[CH:14][C:15]=2[C@@H:19]([O:49][Si:50]([C:53]([CH3:56])([CH3:55])[CH3:54])([CH3:52])[CH3:51])[CH2:20][N:21]([CH2:29][CH2:30][CH2:31][CH2:32][CH2:33][CH2:34][O:35][CH2:36][CH2:37][CH2:38][CH2:39][C:40]2[CH:45]=[CH:44][C:43]([N+:46]([O-])=O)=[CH:42][CH:41]=2)[C:22](=[O:28])[O:23][C:24]([CH3:27])([CH3:26])[CH3:25])[N:10]=1)=[O:7])([CH3:4])([CH3:3])[CH3:2].C(OCC)(=O)C.[H][H]. Product: [NH2:46][C:43]1[CH:44]=[CH:45][C:40]([CH2:39][CH2:38][CH2:37][CH2:36][O:35][CH2:34][CH2:33][CH2:32][CH2:31][CH2:30][CH2:29][N:21]([CH2:20][C@@H:19]([C:15]2[CH:14]=[CH:13][C:12]([O:57][C:58]([O:60][C:61]([CH3:64])([CH3:63])[CH3:62])=[O:59])=[C:11]3[C:16]=2[CH:17]=[CH:18][C:9]([O:8][C:6]([O:5][C:1]([CH3:4])([CH3:3])[CH3:2])=[O:7])=[N:10]3)[O:49][Si:50]([C:53]([CH3:56])([CH3:55])[CH3:54])([CH3:51])[CH3:52])[C:22](=[O:28])[O:23][C:24]([CH3:27])([CH3:26])[CH3:25])=[CH:41][CH:42]=1. The catalyst class is: 19. (9) Reactant: [N:1]([C:4]1[CH:11]=[CH:10][C:7]([C:8]#[N:9])=[C:6]([CH3:12])[CH:5]=1)=[C:2]=[S:3].[F:13][C:14]1[CH:15]=[C:16]([NH:21][C:22]([CH3:26])([CH3:25])[C:23]#N)[CH:17]=[CH:18][C:19]=1[OH:20].C[OH:28].Cl. Product: [F:13][C:14]1[CH:15]=[C:16]([N:21]2[C:22]([CH3:26])([CH3:25])[C:23](=[O:28])[N:1]([C:4]3[CH:11]=[CH:10][C:7]([C:8]#[N:9])=[C:6]([CH3:12])[CH:5]=3)[C:2]2=[S:3])[CH:17]=[CH:18][C:19]=1[OH:20]. The catalyst class is: 395. (10) Reactant: [C:1]([O:5][C:6]([N:8]([CH3:14])[CH2:9][CH2:10][C:11]([OH:13])=[O:12])=[O:7])([CH3:4])([CH3:3])[CH3:2].[C:15]([O-])([O-])=O.[K+].[K+].CI. Product: [C:1]([O:5][C:6]([N:8]([CH3:14])[CH2:9][CH2:10][C:11]([O:13][CH3:15])=[O:12])=[O:7])([CH3:4])([CH3:3])[CH3:2]. The catalyst class is: 3.